This data is from Full USPTO retrosynthesis dataset with 1.9M reactions from patents (1976-2016). The task is: Predict the reactants needed to synthesize the given product. (1) Given the product [CH2:18]([N:25]1[CH2:29][CH2:28][N:27]([C:30]2[S:31][C:32]([C:36]([NH:10][CH2:11][C:12]3[CH:17]=[CH:16][CH:15]=[CH:14][N:13]=3)=[O:37])=[C:33]([CH3:35])[N:34]=2)[C:26]1=[O:39])[C:19]1[CH:24]=[CH:23][CH:22]=[CH:21][CH:20]=1, predict the reactants needed to synthesize it. The reactants are: FC1C=CC(CN)=CC=1.[NH2:10][CH2:11][C:12]1[CH:17]=[CH:16][CH:15]=[CH:14][N:13]=1.[CH2:18]([N:25]1[CH2:29][CH2:28][N:27]([C:30]2[S:31][C:32]([C:36](O)=[O:37])=[C:33]([CH3:35])[N:34]=2)[C:26]1=[O:39])[C:19]1[CH:24]=[CH:23][CH:22]=[CH:21][CH:20]=1. (2) Given the product [NH2:1][C:4]1[CH:18]=[CH:17][C:7]2[CH2:8][CH2:9][N:10]([C:13]([O:15][CH3:16])=[O:14])[CH2:11][CH2:12][C:6]=2[CH:5]=1, predict the reactants needed to synthesize it. The reactants are: [N+:1]([C:4]1[CH:18]=[CH:17][C:7]2[CH2:8][CH2:9][N:10]([C:13]([O:15][CH3:16])=[O:14])[CH2:11][CH2:12][C:6]=2[CH:5]=1)([O-])=O.C(OC)(C)(C)C. (3) Given the product [CH3:39][S:40]([C:43]1[CH:48]=[CH:47][CH:46]=[CH:45][C:44]=1[CH2:49][NH:50][C:21](=[O:22])[CH:20]([NH:19][C:15]1[CH:14]=[C:13]2[C:18](=[CH:17][CH:16]=1)[C:9]([N:8]([C:6]([O:5][C:1]([CH3:2])([CH3:3])[CH3:4])=[O:7])[C:32]([O:34][C:35]([CH3:36])([CH3:37])[CH3:38])=[O:33])=[N:10][CH:11]=[CH:12]2)[C:24]1[CH:29]=[CH:28][CH:27]=[C:26]([S:30][CH3:31])[CH:25]=1)(=[O:41])=[O:42], predict the reactants needed to synthesize it. The reactants are: [C:1]([O:5][C:6]([N:8]([C:32]([O:34][C:35]([CH3:38])([CH3:37])[CH3:36])=[O:33])[C:9]1[C:18]2[C:13](=[CH:14][C:15]([NH:19][CH:20]([C:24]3[CH:29]=[CH:28][CH:27]=[C:26]([S:30][CH3:31])[CH:25]=3)[C:21](O)=[O:22])=[CH:16][CH:17]=2)[CH:12]=[CH:11][N:10]=1)=[O:7])([CH3:4])([CH3:3])[CH3:2].[CH3:39][S:40]([C:43]1[CH:48]=[CH:47][CH:46]=[CH:45][C:44]=1[CH2:49][NH2:50])(=[O:42])=[O:41].C(N(C(C)C)CC)(C)C.Cl.CN(C)CCCN=C=NCC.ON1C2N=CC=CC=2N=N1. (4) Given the product [ClH:9].[NH:13]1[CH2:14][CH2:15][CH2:16][C@@H:11]([NH:10][C:7]([CH:1]2[CH2:6][CH2:5][CH2:4][CH2:3][CH2:2]2)=[O:8])[CH2:12]1, predict the reactants needed to synthesize it. The reactants are: [CH:1]1([C:7]([Cl:9])=[O:8])[CH2:6][CH2:5][CH2:4][CH2:3][CH2:2]1.[NH2:10][C@@H:11]1[CH2:16][CH2:15][CH2:14][N:13](C(OC(C)(C)C)=O)[CH2:12]1.C(=O)([O-])[O-].[K+].[K+]. (5) Given the product [C:19]([C:22]1[CH:26]=[C:25]([C:27]([NH:1][CH2:2][C@H:3]([N:5]2[CH:9]=[CH:8][C:7]([C:10]3[CH:17]=[CH:16][C:13]([C:14]#[N:15])=[C:12]([Cl:18])[CH:11]=3)=[N:6]2)[CH3:4])=[O:28])[NH:24][N:23]=1)(=[O:21])[CH3:20], predict the reactants needed to synthesize it. The reactants are: [NH2:1][CH2:2][C@H:3]([N:5]1[CH:9]=[CH:8][C:7]([C:10]2[CH:17]=[CH:16][C:13]([C:14]#[N:15])=[C:12]([Cl:18])[CH:11]=2)=[N:6]1)[CH3:4].[C:19]([C:22]1[CH:26]=[C:25]([C:27](O)=[O:28])[NH:24][N:23]=1)(=[O:21])[CH3:20]. (6) The reactants are: [Cl:1][C:2]1[C:6]([Cl:7])=[C:5]([CH3:8])[NH:4][C:3]=1[C:9]([NH:11][C@@H:12]1[CH2:17][CH2:16][N:15]([C:18]2[S:19][C:20]([C:35]([O:37]C)=[O:36])=[C:21]([C:23]3[N:28]=[C:27]([N:29]4[CH2:34][CH2:33][CH2:32][CH2:31][CH2:30]4)[CH:26]=[CH:25][N:24]=3)[N:22]=2)[CH2:14][C@@H:13]1[O:39][CH3:40])=[O:10].[OH-].[Li+]. Given the product [Cl:1][C:2]1[C:6]([Cl:7])=[C:5]([CH3:8])[NH:4][C:3]=1[C:9]([NH:11][C@@H:12]1[CH2:17][CH2:16][N:15]([C:18]2[S:19][C:20]([C:35]([OH:37])=[O:36])=[C:21]([C:23]3[N:28]=[C:27]([N:29]4[CH2:30][CH2:31][CH2:32][CH2:33][CH2:34]4)[CH:26]=[CH:25][N:24]=3)[N:22]=2)[CH2:14][C@@H:13]1[O:39][CH3:40])=[O:10], predict the reactants needed to synthesize it.